From a dataset of Full USPTO retrosynthesis dataset with 1.9M reactions from patents (1976-2016). Predict the reactants needed to synthesize the given product. (1) The reactants are: [Br:1][C:2]1[C:3](Cl)=[C:4]2[C:10]([C:11]3[CH:16]=[CH:15][CH:14]=[CH:13][C:12]=3[O:17][CH3:18])=[CH:9][N:8]([CH2:19][O:20][CH2:21][CH2:22][Si:23]([CH3:26])([CH3:25])[CH3:24])[C:5]2=[N:6][CH:7]=1.CO[CH:30]([OH:37])[C:31]1[CH:36]=[CH:35][CH:34]=[CH:33][CH:32]=1.[H-].[Na+].CN(C)[CH:42]=[O:43]. Given the product [Br:1][C:2]1[C:3]([O:37][CH2:30][C:31]2[CH:32]=[CH:33][C:34]([O:43][CH3:42])=[CH:35][CH:36]=2)=[C:4]2[C:10]([C:11]3[CH:16]=[CH:15][CH:14]=[CH:13][C:12]=3[O:17][CH3:18])=[CH:9][N:8]([CH2:19][O:20][CH2:21][CH2:22][Si:23]([CH3:26])([CH3:25])[CH3:24])[C:5]2=[N:6][CH:7]=1, predict the reactants needed to synthesize it. (2) Given the product [NH2:33][C:23]1[CH:24]=[CH:25][C:20]([C:19]([NH:18][C:15]2[CH:14]=[CH:13][C:12]([CH2:11][CH2:10][N:8]3[CH2:7][CH2:6][C:5]4([CH2:31][CH2:32][N:3]([CH2:1][CH3:2])[CH2:4]4)[CH2:9]3)=[CH:17][CH:16]=2)=[O:30])=[CH:21][C:22]=1[N+:27]([O-:29])=[O:28], predict the reactants needed to synthesize it. The reactants are: [CH2:1]([N:3]1[CH2:32][CH2:31][C:5]2([CH2:9][N:8]([CH2:10][CH2:11][C:12]3[CH:17]=[CH:16][C:15]([NH:18][C:19](=[O:30])[C:20]4[CH:25]=[CH:24][C:23](F)=[C:22]([N+:27]([O-:29])=[O:28])[CH:21]=4)=[CH:14][CH:13]=3)[CH2:7][CH2:6]2)[CH2:4]1)[CH3:2].[NH3:33]. (3) The reactants are: CC1(C)[O:6][C@@H:5]([CH2:7][CH2:8][NH:9][C:10]([CH:12]2[CH:16]([C:17]3[CH:22]=[CH:21][CH:20]=[C:19]([Cl:23])[C:18]=3[F:24])[C:15]([C:27]3[CH:32]=[CH:31][C:30]([Cl:33])=[CH:29][C:28]=3[F:34])([C:25]#[N:26])[CH:14]([CH2:35][C:36]([CH3:41])([CH3:40])[CH2:37][CH2:38][NH2:39])[NH:13]2)=[O:11])[CH2:4][O:3]1.C(N(CC)CC)C.[C:50](Cl)(=[O:57])[C:51]1[CH:56]=[CH:55][CH:54]=[CH:53][CH:52]=1.Cl. Given the product [OH:6][C@H:5]([CH2:4][OH:3])[CH2:7][CH2:8][NH:9][C:10]([CH:12]1[CH:16]([C:17]2[CH:22]=[CH:21][CH:20]=[C:19]([Cl:23])[C:18]=2[F:24])[C:15]([C:27]2[CH:32]=[CH:31][C:30]([Cl:33])=[CH:29][C:28]=2[F:34])([C:25]#[N:26])[CH:14]([CH2:35][C:36]([CH3:41])([CH3:40])[CH2:37][CH2:38][NH:39][C:50](=[O:57])[C:51]2[CH:56]=[CH:55][CH:54]=[CH:53][CH:52]=2)[NH:13]1)=[O:11], predict the reactants needed to synthesize it. (4) Given the product [CH2:12]([N:19]1[C:28]([CH2:29][CH2:30][CH2:31][CH2:32][C:33]([O:35][CH3:36])=[O:34])=[CH:27][C:26]2[C:21](=[CH:22][CH:23]=[C:24]([C:51](=[O:52])[NH:48][C@@H:46]([C:43]3[CH:44]=[CH:45][C:40]([F:39])=[CH:41][CH:42]=3)[CH3:47])[CH:25]=2)[C:20]1=[O:38])[C:13]1[CH:18]=[CH:17][CH:16]=[CH:15][CH:14]=1, predict the reactants needed to synthesize it. The reactants are: C1CCN2C(=NCCC2)CC1.[CH2:12]([N:19]1[C:28]([CH2:29][CH2:30][CH2:31][CH2:32][C:33]([O:35][CH3:36])=[O:34])=[CH:27][C:26]2[C:21](=[CH:22][CH:23]=[C:24](Br)[CH:25]=2)[C:20]1=[O:38])[C:13]1[CH:18]=[CH:17][CH:16]=[CH:15][CH:14]=1.[F:39][C:40]1[CH:45]=[CH:44][C:43]([C@H:46]([NH2:48])[CH3:47])=[CH:42][CH:41]=1.C1C[O:52][CH2:51]C1. (5) Given the product [NH:1]1[CH:5]=[C:4]([C:6]2[CH:7]=[CH:8][C:9]([C:10]([NH2:11])=[O:15])=[CH:12][CH:13]=2)[N:3]=[CH:2]1, predict the reactants needed to synthesize it. The reactants are: [NH:1]1[CH:5]=[C:4]([C:6]2[CH:13]=[CH:12][C:9]([C:10]#[N:11])=[CH:8][CH:7]=2)[N:3]=[CH:2]1.C(=O)([O-])[O-:15].[K+].[K+]. (6) Given the product [CH3:9][O:8][C:7]1[CH:6]=[CH:5][C:4]([C:10]2[O:11][C:12]3[CH:18]=[CH:17][C:16]([C:19]4[CH:24]=[CH:23][C:22]5[O:25][CH2:26][O:27][C:21]=5[CH:20]=4)=[CH:15][C:13]=3[N:14]=2)=[CH:3][C:2]=1[N:1]1[C:37](=[O:38])[C:31]2[C:30](=[CH:29][CH:28]=[C:33]([C:34]([OH:36])=[O:35])[CH:32]=2)[C:40]1=[O:39], predict the reactants needed to synthesize it. The reactants are: [NH2:1][C:2]1[CH:3]=[C:4]([C:10]2[O:11][C:12]3[CH:18]=[CH:17][C:16]([C:19]4[CH:24]=[CH:23][C:22]5[O:25][CH2:26][O:27][C:21]=5[CH:20]=4)=[CH:15][C:13]=3[N:14]=2)[CH:5]=[CH:6][C:7]=1[O:8][CH3:9].[CH:28]1[C:33]([C:34]([OH:36])=[O:35])=[CH:32][C:31]2[C:37]([O:39][C:40](=O)[C:30]=2[CH:29]=1)=[O:38].